Dataset: Reaction yield outcomes from USPTO patents with 853,638 reactions. Task: Predict the reaction yield, written as a fraction of the theoretical maximum amount of product (1.0 means a 100% yield; for example, 0.34 means a 34% yield). (1) The reactants are [CH2:1]([O:3][C:4](=[O:12])/[C:5](/[N+:10]#[C-:11])=[CH:6]/[N:7]([CH3:9])C)[CH3:2].[Br:13][C:14]1[CH:15]=C([CH:18]=[CH:19][CH:20]=1)N. The catalyst is C(O)CCC. The product is [CH2:1]([O:3][C:4]([C:5]1[N:10]=[CH:11][N:7]([C:9]2[CH:18]=[CH:19][CH:20]=[C:14]([Br:13])[CH:15]=2)[CH:6]=1)=[O:12])[CH3:2]. The yield is 0.130. (2) The reactants are [C:1]([Si:5]([CH3:22])([CH3:21])[O:6][CH:7]1[CH2:12][CH2:11][CH:10]([C:13]2[CH:18]=[CH:17][C:16]([NH2:19])=[CH:15][C:14]=2[F:20])[CH2:9][CH2:8]1)([CH3:4])([CH3:3])[CH3:2].[C:23]([O:26][C@H:27](CCl)[CH2:28]NC(=O)C)(=[O:25])C.[O-:35]S(C(F)(F)F)(=O)=O.[Li+].[C:44](#N)[CH3:45]. No catalyst specified. The product is [CH2:27]([O:26][C:23](=[O:25])[CH:44]([OH:35])[CH2:45][NH:19][C:16]1[CH:17]=[CH:18][C:13]([CH:10]2[CH2:11][CH2:12][CH:7]([O:6][Si:5]([C:1]([CH3:4])([CH3:3])[CH3:2])([CH3:22])[CH3:21])[CH2:8][CH2:9]2)=[C:14]([F:20])[CH:15]=1)[CH3:28]. The yield is 0.540. (3) The reactants are ClC(Cl)(O[C:5](=[O:11])OC(Cl)(Cl)Cl)Cl.[O:13]1[CH2:18][CH:17]=[C:16]([C:19]2[N:24]=[C:23]([N:25]3[CH2:30][CH2:29][O:28][CH2:27][CH2:26]3)[N:22]=[C:21]([C:31]3[CH:36]=[CH:35][C:34]([NH2:37])=[CH:33][CH:32]=3)[N:20]=2)[CH2:15][CH2:14]1.[NH2:38][C:39]1[CH:44]=[CH:43][N:42]=[CH:41][CH:40]=1.CCN(CC)CC. The catalyst is C(Cl)Cl. The product is [O:13]1[CH2:14][CH:15]=[C:16]([C:19]2[N:24]=[C:23]([N:25]3[CH2:26][CH2:27][O:28][CH2:29][CH2:30]3)[N:22]=[C:21]([C:31]3[CH:36]=[CH:35][C:34]([NH:37][C:5]([NH:38][C:39]4[CH:44]=[CH:43][N:42]=[CH:41][CH:40]=4)=[O:11])=[CH:33][CH:32]=3)[N:20]=2)[CH2:17][CH2:18]1. The yield is 0.220. (4) The reactants are [Cl:1][C:2]1[N:7]=[C:6]([NH:8][C:9]2[CH:14]=[CH:13][CH:12]=[CH:11][C:10]=2[CH2:15][NH:16][CH3:17])[C:5]([Cl:18])=[CH:4][N:3]=1.C(O[C:23](=[O:25])[CH3:24])(=O)C.N1C=CC=CC=1. The catalyst is C1COCC1. The yield is 0.240. The product is [Cl:1][C:2]1[N:7]=[C:6]([NH:8][C:9]2[CH:14]=[CH:13][CH:12]=[CH:11][C:10]=2[CH2:15][N:16]([CH3:17])[C:23](=[O:25])[CH3:24])[C:5]([Cl:18])=[CH:4][N:3]=1. (5) The reactants are [F:1][C:2]([F:23])([F:22])[C:3]1[CH:4]=[C:5]([S:9]([CH:12]2[CH2:21][CH2:20][C:15]3([O:19][CH2:18][CH2:17][O:16]3)[CH2:14][CH2:13]2)(=[O:11])=[O:10])[CH:6]=[CH:7][CH:8]=1.[CH3:24]I.[H-].[Na+]. The catalyst is CN(C=O)C.O. The product is [CH3:24][C:12]1([S:9]([C:5]2[CH:6]=[CH:7][CH:8]=[C:3]([C:2]([F:22])([F:1])[F:23])[CH:4]=2)(=[O:11])=[O:10])[CH2:21][CH2:20][C:15]2([O:16][CH2:17][CH2:18][O:19]2)[CH2:14][CH2:13]1. The yield is 0.680. (6) The reactants are [CH3:1][C:2]1[CH:7]=[C:6]([CH3:8])[CH:5]=[C:4]([CH3:9])[C:3]=1[NH:10][C:11]1[C:16]([N+:17]([O-])=O)=[CH:15][N:14]=[C:13]([NH:20][C:21]2[CH:28]=[CH:27][C:24]([C:25]#[N:26])=[CH:23][CH:22]=2)[N:12]=1.NN. The catalyst is [Pd].C(O)C. The product is [NH2:17][C:16]1[C:11]([NH:10][C:3]2[C:2]([CH3:1])=[CH:7][C:6]([CH3:8])=[CH:5][C:4]=2[CH3:9])=[N:12][C:13]([NH:20][C:21]2[CH:28]=[CH:27][C:24]([C:25]#[N:26])=[CH:23][CH:22]=2)=[N:14][CH:15]=1. The yield is 0.700. (7) The reactants are C[Si](C)(C)[N:3]1[CH:7]=[C:6](I)[CH:5]=[N:4]1.C([Mg]Cl)(C)C.C(O[B:20]1[O:24][C:23]([CH3:26])([CH3:25])[C:22]([CH3:28])([CH3:27])[O:21]1)(C)C.[Cl-].[NH4+]. The catalyst is [Cl-].[Na+].O.C1(C)C=CC=CC=1.C1COCC1. The product is [CH3:27][C:22]1([CH3:28])[C:23]([CH3:26])([CH3:25])[O:24][B:20]([C:6]2[CH:5]=[N:4][NH:3][CH:7]=2)[O:21]1. The yield is 0.548. (8) The reactants are C[Al](C)C.[CH:5]1([CH2:8][NH2:9])[CH2:7][CH2:6]1.C[O:11][C:12](=O)[C:13]1[CH:18]=[CH:17][C:16]([O:19][CH2:20][C:21]2[C:22]([C:30]3[CH:35]=[CH:34][CH:33]=[CH:32][CH:31]=3)=[N:23][O:24][C:25]=2[C:26]([F:29])([F:28])[F:27])=[N:15][CH:14]=1.O. The catalyst is O1CCOCC1. The product is [CH:5]1([CH2:8][NH:9][C:12](=[O:11])[C:13]2[CH:18]=[CH:17][C:16]([O:19][CH2:20][C:21]3[C:22]([C:30]4[CH:35]=[CH:34][CH:33]=[CH:32][CH:31]=4)=[N:23][O:24][C:25]=3[C:26]([F:29])([F:28])[F:27])=[N:15][CH:14]=2)[CH2:7][CH2:6]1. The yield is 0.830. (9) The reactants are [CH3:1][C:2]([C:7]1[NH:8][C:9]2[C:14]([CH:15]=1)=[CH:13][C:12]([N+:16]([O-:18])=[O:17])=[CH:11][CH:10]=2)([CH3:6])[C:3](O)=[O:4].C(Cl)CCl.C1C=CC2N(O)N=[N:29]C=2C=1.[Cl-].[NH4+]. The catalyst is C(#N)C.CCN(CC)CC.O. The product is [CH3:1][C:2]([C:7]1[NH:8][C:9]2[C:14]([CH:15]=1)=[CH:13][C:12]([N+:16]([O-:18])=[O:17])=[CH:11][CH:10]=2)([CH3:6])[C:3]([NH2:29])=[O:4]. The yield is 0.990. (10) The reactants are [O:1]=[C:2]1[C:11]2[NH:12][CH:13]=[CH:14][C:10]=2[C:9]2[CH:8]=[C:7]([C:15]#[C:16][C:17]3[CH:22]=[CH:21][CH:20]=[CH:19][CH:18]=3)[CH:6]=[CH:5][C:4]=2[NH:3]1.[CH2:23]([C:25]([O-:27])=[O:26])[CH3:24]. The catalyst is [Pd].C(O)C. The product is [O:1]=[C:2]1[C:11]2[NH:12][CH:13]=[CH:14][C:10]=2[C:9]2[CH:8]=[C:7]([CH2:15][CH2:16][C:17]3[CH:18]=[CH:19][CH:20]=[CH:21][CH:22]=3)[CH:6]=[CH:5][C:4]=2[NH:3]1.[CH2:23]([C:25]([O-:27])=[O:26])[CH3:24]. The yield is 0.280.